This data is from Catalyst prediction with 721,799 reactions and 888 catalyst types from USPTO. The task is: Predict which catalyst facilitates the given reaction. (1) Reactant: [C:1]([NH:4][C:5]1[CH:10]=[C:9]([C:11]2[CH:16]=[CH:15][C:14]([Cl:17])=[C:13]([F:18])[C:12]=2[CH:19]=[O:20])[N:8]=[C:7]([C:21]([O:23][CH3:24])=[O:22])[C:6]=1[Cl:25])(=[O:3])[CH3:2].CO.[BH4-].[Na+].[NH4+].[Cl-]. Product: [C:1]([NH:4][C:5]1[CH:10]=[C:9]([C:11]2[CH:16]=[CH:15][C:14]([Cl:17])=[C:13]([F:18])[C:12]=2[CH2:19][OH:20])[N:8]=[C:7]([C:21]([O:23][CH3:24])=[O:22])[C:6]=1[Cl:25])(=[O:3])[CH3:2]. The catalyst class is: 170. (2) Product: [CH2:21]([C:19]1[S:20][C:16]([CH2:14][OH:13])=[C:17]([CH:23]([CH3:24])[CH3:25])[N:18]=1)[CH3:22]. The catalyst class is: 11. Reactant: [H-].C([Al+]CC(C)C)C(C)C.C([O:13][C:14]([C:16]1[S:20][C:19]([CH2:21][CH3:22])=[N:18][C:17]=1[CH:23]([CH3:25])[CH3:24])=O)C.C(=O)=O.CO. (3) Reactant: [CH3:1][S-:2].[Na+].[Cl:4][C:5]1[CH:10]=[C:9]([CH2:11]Cl)[CH:8]=[C:7]([C:13]([F:16])([F:15])[F:14])[N:6]=1. Product: [Cl:4][C:5]1[CH:10]=[C:9]([CH2:11][S:2][CH3:1])[CH:8]=[C:7]([C:13]([F:16])([F:15])[F:14])[N:6]=1. The catalyst class is: 8. (4) Reactant: Cl[CH2:2][C:3]([O:5][CH2:6][CH3:7])=[O:4].[S-:8][C:9]#[N:10].[K+]. Product: [CH2:6]([O:5][C:3](=[O:4])[CH2:2][S:8][C:9]#[N:10])[CH3:7]. The catalyst class is: 8. (5) The catalyst class is: 7. Product: [CH3:1][C@@H:2]1[CH2:6][CH2:5][CH2:4][N:3]1[CH2:7][CH2:8][C:9]1[O:10][C:11]2[CH:17]=[CH:16][C:15]([C:18]3[CH:19]=[C:20]([C:24]([OH:26])([CH3:27])[CH3:25])[CH:21]=[CH:22][CH:23]=3)=[CH:14][C:12]=2[CH:13]=1. Reactant: [CH3:1][C@@H:2]1[CH2:6][CH2:5][CH2:4][N:3]1[CH2:7][CH2:8][C:9]1[O:10][C:11]2[CH:17]=[CH:16][C:15]([C:18]3[CH:19]=[C:20]([C:24](=[O:26])[CH3:25])[CH:21]=[CH:22][CH:23]=3)=[CH:14][C:12]=2[CH:13]=1.[CH3:27][Mg]Br.CCOCC. (6) Reactant: C([O-])(=O)C.[Na+].Br[CH:7](Br)[C:8](=O)[C:9]([F:12])([CH3:11])[CH3:10].C(=O)(O)O.[NH2:19][NH:20][C:21]([NH2:23])=[NH:22].[OH-].[Na+]. Product: [NH2:23][C:21]1[N:20]=[N:19][CH:7]=[C:8]([C:9]([F:12])([CH3:11])[CH3:10])[N:22]=1. The catalyst class is: 6.